This data is from Forward reaction prediction with 1.9M reactions from USPTO patents (1976-2016). The task is: Predict the product of the given reaction. (1) The product is: [F:18][C:15]([C:13]1[N:12]=[C:11]([NH:19][CH:20]([CH:30]2[CH2:32][CH2:31]2)[CH2:21][CH2:22][CH2:23][C:24]2[CH:29]=[CH:28][CH:27]=[CH:26][CH:25]=2)[N:10]=[C:9]([NH:8][CH:7]=[N:5][OH:3])[N:14]=1)([CH3:17])[CH3:16]. Given the reactants Cl.N[OH:3].C[N:5]([CH:7]=[N:8][C:9]1[N:14]=[C:13]([C:15]([F:18])([CH3:17])[CH3:16])[N:12]=[C:11]([NH:19][CH:20]([CH:30]2[CH2:32][CH2:31]2)[CH2:21][CH2:22][CH2:23][C:24]2[CH:29]=[CH:28][CH:27]=[CH:26][CH:25]=2)[N:10]=1)C, predict the reaction product. (2) Given the reactants N1[CH:5]=[CH:4][CH:3]=N1.C(O[C:9]([C:11]1[C:15]([CH3:16])=[C:14]([NH2:17])[N:13]([C:18]2[CH:23]=[CH:22][CH:21]=[CH:20][C:19]=2[CH3:24])[N:12]=1)=[O:10])C.C(OC(=O)[C:29](=[O:34])[CH:30]([C:32]#N)[CH3:31])C.[ClH:36].C1(C)C=CC=CC=1NN.NC1N(C(OC(C)(C)C)=O)N=C(C(OC)=O)C=1.[N:63]1([C:72]2[CH:77]=[CH:76][N:75]=[CH:74][CH:73]=2)[CH2:68][CH2:67][CH:66]([CH2:69][CH2:70][NH2:71])[CH2:65][CH2:64]1, predict the reaction product. The product is: [N:63]1([C:72]2[CH:77]=[CH:76][N:75]=[CH:74][CH:73]=2)[CH2:68][CH2:67][CH:66]([CH2:69][CH2:70][NH:71][C:9]([C:11]2[C:15]([CH3:16])=[C:14]([NH:17][C:29](=[O:34])[C:30]3[CH:32]=[CH:5][CH:4]=[CH:3][C:31]=3[Cl:36])[N:13]([C:18]3[CH:23]=[CH:22][CH:21]=[CH:20][C:19]=3[CH3:24])[N:12]=2)=[O:10])[CH2:65][CH2:64]1. (3) Given the reactants [OH:1][C:2]([CH3:16])([CH3:15])[CH2:3][CH2:4][N:5]1[C:9]2[CH:10]=[CH:11][CH:12]=[CH:13][C:8]=2[NH:7][C:6]1=[O:14].C(N(CC)CC)C.Cl[C:25](OC1C=CC([N+]([O-])=O)=CC=1)=[O:26].[NH2:37][C@H:38]([C:43]([NH2:45])=[O:44])[C:39]([CH3:42])([CH3:41])[CH3:40], predict the reaction product. The product is: [NH2:45][C:43]([C@@H:38]([NH:37][C:25]([N:7]1[C:8]2[CH:13]=[CH:12][CH:11]=[CH:10][C:9]=2[N:5]([CH2:4][CH2:3][C:2]([OH:1])([CH3:16])[CH3:15])[C:6]1=[O:14])=[O:26])[C:39]([CH3:42])([CH3:41])[CH3:40])=[O:44]. (4) The product is: [C:21]1([C:29]2[CH:30]=[CH:31][CH:32]=[CH:33][CH:34]=2)[CH:26]=[CH:25][CH:24]=[CH:23][C:22]=1[CH2:27][N:1]1[CH:2]([C:11]2[C:16]([O:17][CH3:18])=[CH:15][CH:14]=[CH:13][C:12]=2[O:19][CH3:20])[CH2:3][CH2:4][CH2:5][CH2:6][C:7]1=[O:9]. Given the reactants [NH2:1][CH:2]([C:11]1[C:16]([O:17][CH3:18])=[CH:15][CH:14]=[CH:13][C:12]=1[O:19][CH3:20])[CH2:3][CH2:4][CH2:5][CH2:6][C:7]([O:9]C)=O.[C:21]1([C:29]2[CH:34]=[CH:33][CH:32]=[CH:31][CH:30]=2)[C:22]([CH:27]=O)=[CH:23][CH:24]=[CH:25][CH:26]=1, predict the reaction product. (5) Given the reactants [CH3:1][O:2][C:3]1[CH:8]=[CH:7][C:6]([CH:9]([CH:12]=O)[CH:10]=[O:11])=[CH:5][CH:4]=1.Cl.[NH2:15]O, predict the reaction product. The product is: [CH3:1][O:2][C:3]1[CH:8]=[CH:7][C:6]([C:9]2[CH:12]=[N:15][O:11][CH:10]=2)=[CH:5][CH:4]=1. (6) Given the reactants [CH:1]1[C:14]2[C:5](=[CH:6][C:7]3[C:12](C=2)=[CH:11][CH:10]=[CH:9][CH:8]=3)[CH:4]=[CH:3][CH:2]=1.[CH2:15]([C:17]([CH3:19])=O)[CH3:16], predict the reaction product. The product is: [CH:15]([C:17]1[CH:19]=[CH:1][C:14]2[C:8]3[C:7](=[CH:12][CH:11]=[CH:10][CH:9]=3)[CH2:6][C:5]=2[C:4]=1[CH:3]=[CH2:2])=[CH2:16].